The task is: Predict the reactants needed to synthesize the given product.. This data is from Full USPTO retrosynthesis dataset with 1.9M reactions from patents (1976-2016). (1) Given the product [Br:25][CH2:13][C:12]1[O:11][C:10]([C:14]2[CH:19]=[CH:18][CH:17]=[CH:16][CH:15]=2)=[C:9]([C:20]([O:22][CH2:23][CH3:24])=[O:21])[C:8]=1[C:5]1[CH:6]=[CH:7][C:2]([F:1])=[CH:3][CH:4]=1, predict the reactants needed to synthesize it. The reactants are: [F:1][C:2]1[CH:7]=[CH:6][C:5]([C:8]2[C:9]([C:20]([O:22][CH2:23][CH3:24])=[O:21])=[C:10]([C:14]3[CH:19]=[CH:18][CH:17]=[CH:16][CH:15]=3)[O:11][C:12]=2[CH3:13])=[CH:4][CH:3]=1.[Br:25]N1C(=O)CCC1=O.N(C(C)(C)C#N)=NC(C)(C)C#N. (2) Given the product [Br:1][C:2]1[CH:3]=[CH:4][C:5]([O:8][C:9]2[CH:10]=[C:11]([CH:21]=[CH:22][CH:23]=2)[CH:12]=[C:36]2[CH2:37][CH2:38][N:33]([C:31]([O:30][C:26]([CH3:29])([CH3:28])[CH3:27])=[O:32])[CH2:34][CH2:35]2)=[N:6][CH:7]=1, predict the reactants needed to synthesize it. The reactants are: [Br:1][C:2]1[CH:3]=[CH:4][C:5]([O:8][C:9]2[CH:10]=[C:11]([CH:21]=[CH:22][CH:23]=2)[CH2:12]P(=O)(OCC)OCC)=[N:6][CH:7]=1.[H-].[Na+].[C:26]([O:30][C:31]([N:33]1[CH2:38][CH2:37][C:36](=O)[CH2:35][CH2:34]1)=[O:32])([CH3:29])([CH3:28])[CH3:27].O.